From a dataset of Catalyst prediction with 721,799 reactions and 888 catalyst types from USPTO. Predict which catalyst facilitates the given reaction. (1) Reactant: [F:1][C:2]1[CH:3]=[CH:4][C:5]([C:8]2[N:12]3[CH2:13][C@H:14]([CH3:18])[NH:15][C:16](=O)[C:11]3=[N:10][N:9]=2)=[N:6][CH:7]=1.COC1C=CC(P2(SP(C3C=CC(OC)=CC=3)(=S)S2)=[S:28])=CC=1. Product: [F:1][C:2]1[CH:3]=[CH:4][C:5]([C:8]2[N:12]3[CH2:13][C@H:14]([CH3:18])[NH:15][C:16](=[S:28])[C:11]3=[N:10][N:9]=2)=[N:6][CH:7]=1. The catalyst class is: 11. (2) Reactant: C(OC(=O)[NH:7][C:8]([CH2:41][CH3:42])([CH2:36][O:37]COC)[CH2:9][CH2:10][C:11]1[CH:16]=[CH:15][C:14]([O:17][CH2:18][CH2:19][CH2:20][C:21]2[CH:26]=[CH:25][CH:24]=[C:23]([O:27][C:28]([F:31])([F:30])[F:29])[CH:22]=2)=[C:13]([C:32]([F:35])([F:34])[F:33])[CH:12]=1)(C)(C)C.[ClH:44]. Product: [ClH:44].[NH2:7][C:8]([CH2:41][CH3:42])([CH2:9][CH2:10][C:11]1[CH:16]=[CH:15][C:14]([O:17][CH2:18][CH2:19][CH2:20][C:21]2[CH:26]=[CH:25][CH:24]=[C:23]([O:27][C:28]([F:29])([F:30])[F:31])[CH:22]=2)=[C:13]([C:32]([F:33])([F:34])[F:35])[CH:12]=1)[CH2:36][OH:37]. The catalyst class is: 8. (3) Reactant: Cl.BrCCCCOC1CCNCC1.[Cl:14][C:15]1[CH:23]=[CH:22][C:18]([C:19](Cl)=[O:20])=[CH:17][CH:16]=1.C(N(C(C)C)C(C)C)C. Product: [Cl:14][C:15]1[CH:23]=[CH:22][C:18]([CH:19]=[O:20])=[CH:17][CH:16]=1. The catalyst class is: 158. (4) Reactant: C(N(CC)CC)C.[C:8]1([CH:14]([CH2:18][CH3:19])[C:15](Cl)=[O:16])[CH:13]=[CH:12][CH:11]=[CH:10][CH:9]=1.[CH2:20]([O:27][C:28]1[C:29]([CH3:37])=[C:30]([CH3:36])[C:31]([NH2:35])=[N:32][C:33]=1[CH3:34])[C:21]1[CH:26]=[CH:25][CH:24]=[CH:23][CH:22]=1. Product: [CH2:20]([O:27][C:28]1[C:29]([CH3:37])=[C:30]([CH3:36])[C:31]([NH:35][C:15](=[O:16])[CH:14]([C:8]2[CH:13]=[CH:12][CH:11]=[CH:10][CH:9]=2)[CH2:18][CH3:19])=[N:32][C:33]=1[CH3:34])[C:21]1[CH:22]=[CH:23][CH:24]=[CH:25][CH:26]=1. The catalyst class is: 2. (5) Reactant: CS(O[CH2:6][C@H:7]1[N:17]2[C:18]3[N:9]([C:10](=[O:20])[CH:11]=[N:12][C:13]=3[CH:14]=[CH:15][C:16]2=[O:19])[CH2:8]1)(=O)=O.N1C=CC=CC=1.[NH:27]1[CH2:32][CH2:31][CH:30]([NH:33][C:34](=[O:40])[O:35][C:36]([CH3:39])([CH3:38])[CH3:37])[CH2:29][CH2:28]1. Product: [O:20]=[C:10]1[CH:11]=[N:12][C:13]2=[C:18]3[N:9]1[CH2:8][C@@H:7]([CH2:6][N:27]1[CH2:28][CH2:29][CH:30]([NH:33][C:34](=[O:40])[O:35][C:36]([CH3:38])([CH3:37])[CH3:39])[CH2:31][CH2:32]1)[N:17]3[C:16](=[O:19])[CH:15]=[CH:14]2. The catalyst class is: 10. (6) Reactant: O=[C:2]1[C:11]2[C:6](=[CH:7][CH:8]=[C:9]([C:12]3[CH:13]=[C:14]([CH:17]=[CH:18][CH:19]=3)[C:15]#[N:16])[CH:10]=2)[O:5][CH:4]([C:20]2[CH:21]=[N:22][CH:23]=[CH:24][CH:25]=2)[CH2:3]1.C[Si]([N:30]=[C:31]=[N:32][Si](C)(C)C)(C)C. Product: [C:15]([C:14]1[CH:13]=[C:12]([C:9]2[CH:10]=[C:11]3[C:6](=[CH:7][CH:8]=2)[O:5][CH:4]([C:20]2[CH:21]=[N:22][CH:23]=[CH:24][CH:25]=2)[CH2:3]/[C:2]/3=[N:32]\[C:31]#[N:30])[CH:19]=[CH:18][CH:17]=1)#[N:16]. The catalyst class is: 388. (7) Reactant: [Cl:1][C:2]1[C:11]2[C:6](=[CH:7][CH:8]=[CH:9][CH:10]=2)[C:5]([OH:12])=[CH:4][N:3]=1.C([O-])([O-])=O.[Cs+].[Cs+].[CH:19]1(Br)[CH2:21][CH2:20]1. Product: [Cl:1][C:2]1[C:11]2[C:6](=[CH:7][CH:8]=[CH:9][CH:10]=2)[C:5]([O:12][CH:19]2[CH2:21][CH2:20]2)=[CH:4][N:3]=1. The catalyst class is: 18.